From a dataset of Reaction yield outcomes from USPTO patents with 853,638 reactions. Predict the reaction yield, written as a fraction of the theoretical maximum amount of product (1.0 means a 100% yield; for example, 0.34 means a 34% yield). (1) The reactants are [F:1][C:2]1[CH:22]=[CH:21][C:5]([O:6][C:7]2[N:16]=[CH:15][C:14]([C:17]([F:20])([F:19])[F:18])=[CH:13][C:8]=2[C:9]([O:11]C)=[O:10])=[CH:4][CH:3]=1.[OH-].[Li+].Cl. The catalyst is O1CCCC1.O1CCOCC1.O. The product is [F:1][C:2]1[CH:3]=[CH:4][C:5]([O:6][C:7]2[N:16]=[CH:15][C:14]([C:17]([F:20])([F:18])[F:19])=[CH:13][C:8]=2[C:9]([OH:11])=[O:10])=[CH:21][CH:22]=1. The yield is 0.990. (2) The reactants are [CH2:1]([C:4]1[N:5]=[C:6]([Cl:15])[C:7]2[C:12]([C:13]=1[OH:14])=[CH:11][CH:10]=[CH:9][CH:8]=2)[CH:2]=[CH2:3].B1C2CCCC1CCC2.[OH-:25].[Na+].OO. The catalyst is O1CCCC1. The product is [Cl:15][C:6]1[C:7]2[C:12](=[CH:11][CH:10]=[CH:9][CH:8]=2)[C:13]([OH:14])=[C:4]([CH2:1][CH2:2][CH2:3][OH:25])[N:5]=1. The yield is 0.700. (3) The reactants are [CH3:1][O:2][C:3]1[CH:31]=[C:30]([O:32][CH3:33])[CH:29]=[CH:28][C:4]=1[CH2:5][NH:6][C:7]1[C:8]2[CH:15]=[CH:14][N:13]([C@H:16]3[C@@H:20]4[O:21][C:22]([CH3:25])([CH3:24])[O:23][C@@H:19]4[C@@H:18]([CH2:26]O)[O:17]3)[C:9]=2[N:10]=[CH:11][N:12]=1.C1(P(C2C=CC=CC=2)C2C=CC=CC=2)C=CC=CC=1.N(C(OCC)=O)=NC(OCC)=O.[CH3:65][NH:66][S:67]([C:70]1[CH:75]=[CH:74][CH:73]=[CH:72][C:71]=1[N+:76]([O-:78])=[O:77])(=[O:69])=[O:68]. The catalyst is O1CCCC1. The product is [CH3:1][O:2][C:3]1[CH:31]=[C:30]([O:32][CH3:33])[CH:29]=[CH:28][C:4]=1[CH2:5][NH:6][C:7]1[C:8]2[CH:15]=[CH:14][N:13]([C@H:16]3[C@@H:20]4[O:21][C:22]([CH3:24])([CH3:25])[O:23][C@@H:19]4[C@@H:18]([CH2:26][N:66]([CH3:65])[S:67]([C:70]4[CH:75]=[CH:74][CH:73]=[CH:72][C:71]=4[N+:76]([O-:78])=[O:77])(=[O:68])=[O:69])[O:17]3)[C:9]=2[N:10]=[CH:11][N:12]=1. The yield is 0.380. (4) The reactants are [C:1]([N:8]1[CH2:31][CH2:30][C@@:15]23[C:16]4[CH:17]=[C:18]([O:23][C:24](=[O:29])[C:25]([CH3:28])([CH3:27])[CH3:26])[CH:19]=[CH:20][C:21]=4[CH2:22][C@@H:9]1[C@@H:10]2[CH2:11][CH2:12][CH2:13][CH2:14]3)(OC(C)(C)C)=O.O1CCOCC1.Cl.C(Br)[C:40]1[CH:45]=[CH:44][CH:43]=[CH:42][CH:41]=1. The catalyst is C(Cl)Cl. The product is [CH2:1]([N:8]1[CH2:31][CH2:30][C@@:15]23[C:16]4[CH:17]=[C:18]([O:23][C:24](=[O:29])[C:25]([CH3:27])([CH3:26])[CH3:28])[CH:19]=[CH:20][C:21]=4[CH2:22][C@@H:9]1[C@@H:10]2[CH2:11][CH2:12][CH2:13][CH2:14]3)[C:40]1[CH:45]=[CH:44][CH:43]=[CH:42][CH:41]=1. The yield is 0.800. (5) The reactants are Cl[C:2]([O:4][CH2:5][CH:6]=[CH2:7])=[O:3].[NH2:8][C@H:9]([C:13]([OH:15])=[O:14])[CH:10]([CH3:12])[CH3:11].C(=O)([O-])[O-].[K+].[K+]. The catalyst is O.C1COCC1. The product is [CH2:5]([O:4][C:2]([NH:8][C@@H:9]([CH:10]([CH3:12])[CH3:11])[C:13]([OH:15])=[O:14])=[O:3])[CH:6]=[CH2:7]. The yield is 1.00. (6) The yield is 0.410. The product is [F:1][C:2]1[CH:7]=[C:6]([N:8]2[CH:12]=[C:11]([NH:13][C:23](=[O:24])[O:25][C:26]([CH3:29])([CH3:28])[CH3:27])[C:10]([CH3:16])=[N:9]2)[CH:5]=[N:4][CH:3]=1. The catalyst is C(O)C.[Pd].O. The reactants are [F:1][C:2]1[CH:3]=[N:4][CH:5]=[C:6]([N:8]2[CH:12]=[C:11]([N+:13]([O-])=O)[C:10]([CH3:16])=[N:9]2)[CH:7]=1.C(OCC)(=O)C.[C:23](O[C:23]([O:25][C:26]([CH3:29])([CH3:28])[CH3:27])=[O:24])([O:25][C:26]([CH3:29])([CH3:28])[CH3:27])=[O:24].C(=O)(O)[O-].[Na+]. (7) The reactants are [H-].C([Al+]CC(C)C)C(C)C.[CH:11]1([C:14]([NH:16][C:17]2[N:18]=[CH:19][C:20]3[C:25]([CH:26]=2)=[CH:24][CH:23]=[C:22]([C:27]2[C:28]([CH3:38])=[C:29]([F:37])[C:30]([C:33](OC)=[O:34])=[N:31][CH:32]=2)[CH:21]=3)=[O:15])[CH2:13][CH2:12]1. The catalyst is C(Cl)Cl. The product is [F:37][C:29]1[C:28]([CH3:38])=[C:27]([C:22]2[CH:21]=[C:20]3[C:25]([CH:26]=[C:17]([NH:16][C:14]([CH:11]4[CH2:13][CH2:12]4)=[O:15])[N:18]=[CH:19]3)=[CH:24][CH:23]=2)[CH:32]=[N:31][C:30]=1[CH2:33][OH:34]. The yield is 0.230. (8) The reactants are Cl.C(OCC)(=O)C.[CH2:8]([O:15][C@H:16]1[C@@H:21]([NH:22][C:23]([C:25]2[NH:26][CH:27]=[CH:28][N:29]=2)=[O:24])[CH2:20][CH2:19][N:18](C(OC(C)(C)C)=O)[CH2:17]1)[C:9]1[CH:14]=[CH:13][CH:12]=[CH:11][CH:10]=1.C(N(C(C)C)CC)(C)C.Br[C:47]1[S:48][C:49]([C:52]([O:54][CH2:55][CH3:56])=[O:53])=[CH:50][N:51]=1.Cl. No catalyst specified. The product is [CH2:8]([O:15][C@H:16]1[C@@H:21]([NH:22][C:23]([C:25]2[NH:26][CH:27]=[CH:28][N:29]=2)=[O:24])[CH2:20][CH2:19][N:18]([C:47]2[S:48][C:49]([C:52]([O:54][CH2:55][CH3:56])=[O:53])=[CH:50][N:51]=2)[CH2:17]1)[C:9]1[CH:10]=[CH:11][CH:12]=[CH:13][CH:14]=1. The yield is 0.760. (9) The reactants are [F:1][C:2]1[CH:7]=[CH:6][C:5]([C:8]([C:14]2[CH:15]=[N:16][C:17]([N:20]3[CH2:25][CH2:24][N:23]([C:26]([O:28][C:29]([CH3:32])([CH3:31])[CH3:30])=[O:27])[CH2:22][CH2:21]3)=[N:18][CH:19]=2)([CH3:13])[C:9](OC)=[O:10])=[CH:4][CH:3]=1.[Li+].[BH4-]. The catalyst is C1COCC1. The product is [F:1][C:2]1[CH:7]=[CH:6][C:5]([C:8]([C:14]2[CH:15]=[N:16][C:17]([N:20]3[CH2:25][CH2:24][N:23]([C:26]([O:28][C:29]([CH3:32])([CH3:31])[CH3:30])=[O:27])[CH2:22][CH2:21]3)=[N:18][CH:19]=2)([CH3:13])[CH2:9][OH:10])=[CH:4][CH:3]=1. The yield is 0.600.